From a dataset of Full USPTO retrosynthesis dataset with 1.9M reactions from patents (1976-2016). Predict the reactants needed to synthesize the given product. (1) Given the product [OH:8][CH2:9][C@@H:10]([NH:27][C:28](=[O:34])[O:29][C:30]([CH3:32])([CH3:31])[CH3:33])[C:11]([NH:13][C:14]1[CH:19]=[CH:18][C:17]([C:20]2[O:24][CH:23]=[N:22][CH:21]=2)=[C:16]([O:25][CH3:26])[CH:15]=1)=[O:12], predict the reactants needed to synthesize it. The reactants are: C([O:8][CH2:9][C@@H:10]([NH:27][C:28](=[O:34])[O:29][C:30]([CH3:33])([CH3:32])[CH3:31])[C:11]([NH:13][C:14]1[CH:19]=[CH:18][C:17]([C:20]2[O:24][CH:23]=[N:22][CH:21]=2)=[C:16]([O:25][CH3:26])[CH:15]=1)=[O:12])C1C=CC=CC=1.[H][H]. (2) Given the product [CH:1]([C:3]1[S:7][C:6](/[CH:8]=[CH:9]/[C:10]([NH:17][CH:16]([C:18]2[CH:23]=[CH:22][CH:21]=[C:20]([C:24]([F:25])([F:26])[F:27])[CH:19]=2)[C:15]([F:29])([F:28])[F:14])=[O:12])=[CH:5][C:4]=1[CH3:13])=[O:2], predict the reactants needed to synthesize it. The reactants are: [CH:1]([C:3]1[S:7][C:6](/[CH:8]=[CH:9]/[C:10]([OH:12])=O)=[CH:5][C:4]=1[CH3:13])=[O:2].[F:14][C:15]([F:29])([F:28])[CH:16]([C:18]1[CH:23]=[CH:22][CH:21]=[C:20]([C:24]([F:27])([F:26])[F:25])[CH:19]=1)[NH2:17].CN(C(ON1N=NC2C=CC=NC1=2)=[N+](C)C)C.F[P-](F)(F)(F)(F)F.O.